Dataset: Full USPTO retrosynthesis dataset with 1.9M reactions from patents (1976-2016). Task: Predict the reactants needed to synthesize the given product. Given the product [C:1]([C:5]1[CH:10]=[CH:9][C:8]([N:11]2[CH:15]([C:16]3[CH:21]=[CH:20][C:19]([N+:22]([O-:24])=[O:23])=[CH:18][CH:17]=3)[CH2:14][CH2:13][CH:12]2[C:25]2[CH:30]=[CH:29][C:28]([NH:42][CH2:41][C:40]3[CH:43]=[CH:44][C:37]([O:36][CH3:35])=[CH:38][CH:39]=3)=[C:27]([N+:32]([O-:34])=[O:33])[CH:26]=2)=[CH:7][CH:6]=1)([CH3:4])([CH3:3])[CH3:2], predict the reactants needed to synthesize it. The reactants are: [C:1]([C:5]1[CH:10]=[CH:9][C:8]([N:11]2[CH:15]([C:16]3[CH:21]=[CH:20][C:19]([N+:22]([O-:24])=[O:23])=[CH:18][CH:17]=3)[CH2:14][CH2:13][CH:12]2[C:25]2[CH:30]=[CH:29][C:28](Cl)=[C:27]([N+:32]([O-:34])=[O:33])[CH:26]=2)=[CH:7][CH:6]=1)([CH3:4])([CH3:3])[CH3:2].[CH3:35][O:36][C:37]1[CH:44]=[CH:43][C:40]([CH2:41][NH2:42])=[CH:39][CH:38]=1.